This data is from TAP: 5 developability metrics (CDR length, charge patches, hydrophobicity). The task is: Multi-output Regression. Predict 5 antibody developability metrics. The antibody is ["['QVTLRESGPALVKPTQTLTLTCTFSGFSLSTSGMSVGWIRQPPGKALEWLADIWWDDKKDYNPSLKSRLTISKDTSKNQVVLKVTNMDPADTATYYCARSMITNWYFDVWGAGTTVTVSS'\\n 'DIQMTQSPSTLSASVGDRVTITCKCQLSVGYMHWYQQKPGKAPKLLIYDTSKLASGVPSRFSGSGSGTEFTLTISSLQPDDFATYYCFQGSGYPFTFGGGTKLEIK']"]. Developability metrics: CDR_Length=46.0, PSH=110, PPC=1.25, PNC=1.18, SFvCSP=12.0.